Task: Predict which catalyst facilitates the given reaction.. Dataset: Catalyst prediction with 721,799 reactions and 888 catalyst types from USPTO (1) Reactant: ClC1C=CC(C#N)=C(OC2C=CC=C3C=2CCC3=O)C=1.[C:21]([OH:28])(=[O:27])/[CH:22]=[CH:23]/[C:24]([OH:26])=[O:25].[Cl:29][C:30]1[CH:37]=[CH:36][C:33]([C:34]#[N:35])=[C:32]([O:38][C:39]2[CH:47]=[CH:46][CH:45]=[C:44]3[C:40]=2[CH2:41][CH2:42][CH:43]3[NH:48][CH3:49])[CH:31]=1.CN.C([BH3-])#N.[Na+].C(O)(=O)/C=C/C(O)=O. Product: [C:21]([OH:28])(=[O:27])/[CH:22]=[CH:23]/[C:24]([OH:26])=[O:25].[Cl:29][C:30]1[CH:37]=[CH:36][C:33]([C:34]#[N:35])=[C:32]([O:38][C:39]2[CH:47]=[CH:46][CH:45]=[C:44]3[C:40]=2[CH2:41][CH2:42][CH:43]3[NH:48][CH3:49])[CH:31]=1. The catalyst class is: 130. (2) The catalyst class is: 2. Reactant: [NH2:1][CH2:2][CH2:3][CH2:4][N:5]1[C:13]2[N:8]3[C:9](=[N:14][C:15]([CH3:16])=[C:7]3[C:6]1=[O:17])[CH:10]=[CH:11][CH:12]=2.C(N(CC)CC)C.[F:25][C:26]([F:33])([F:32])[CH2:27][S:28](Cl)(=[O:30])=[O:29]. Product: [CH3:16][C:15]1[N:14]=[C:9]2[CH:10]=[CH:11][CH:12]=[C:13]3[N:8]2[C:7]=1[C:6](=[O:17])[N:5]3[CH2:4][CH2:3][CH2:2][NH:1][S:28]([CH2:27][C:26]([F:33])([F:32])[F:25])(=[O:30])=[O:29]. (3) Reactant: [CH3:1][O:2][C:3]1[CH:4]=[C:5]([OH:11])[C:6](=[CH:9][CH:10]=1)[CH:7]=O.[CH3:12][O:13][C:14]1[CH:27]=[CH:26][C:17]([CH2:18][S:19]([CH2:22][C:23](O)=[O:24])(=[O:21])=[O:20])=[CH:16][C:15]=1[N+:28]([O-:30])=[O:29]. Product: [CH3:12][O:13][C:14]1[CH:27]=[CH:26][C:17]([CH2:18][S:19]([C:22]2[C:23](=[O:24])[O:11][C:5]3[C:6]([CH:7]=2)=[CH:9][CH:10]=[C:3]([O:2][CH3:1])[CH:4]=3)(=[O:20])=[O:21])=[CH:16][C:15]=1[N+:28]([O-:30])=[O:29]. The catalyst class is: 15.